Dataset: Forward reaction prediction with 1.9M reactions from USPTO patents (1976-2016). Task: Predict the product of the given reaction. (1) Given the reactants [OH:1][C:2]1([CH3:20])[C:7](=[N:8][CH2:9][C:10]([O:12]C(C)(C)C)=O)[CH2:6][CH:5]2[CH2:17][CH:3]1[C:4]2([CH3:19])[CH3:18].[CH3:21][Si](C)(C)[N-][Si](C)(C)C.[Li+].[Br:31][C:32]1[CH:37]=[C:36]([CH2:38]Br)[CH:35]=[CH:34][C:33]=1[C:40]([P:43](=[O:50])([O:47][CH2:48][CH3:49])[O:44][CH2:45][CH3:46])([F:42])[F:41].[Cl-].[NH4+], predict the reaction product. The product is: [Br:31][C:32]1[CH:37]=[C:36]([CH2:38][C@H:9](/[N:8]=[C:7]2\[C:2]([OH:1])([CH3:20])[CH:3]3[CH2:17][CH:5]([CH2:6]\2)[C:4]3([CH3:18])[CH3:19])[C:10](=[O:12])[CH3:21])[CH:35]=[CH:34][C:33]=1[C:40]([P:43](=[O:50])([O:47][CH2:48][CH3:49])[O:44][CH2:45][CH3:46])([F:42])[F:41]. (2) Given the reactants [CH2:1]([O:3][C:4]([C:6]1[C:7]([CH3:19])=[C:8]([CH:15](NC)[CH3:16])[N:9]2[C:14]=1[CH:13]=[CH:12][CH:11]=[N:10]2)=[O:5])[CH3:2].[CH:20](=O)[CH3:21].[C:23]([BH3-])#[N:24].[Na+], predict the reaction product. The product is: [CH2:20]([N:24]([CH3:23])[CH:15]([C:8]1[N:9]2[N:10]=[CH:11][CH:12]=[CH:13][C:14]2=[C:6]([C:4]([O:3][CH2:1][CH3:2])=[O:5])[C:7]=1[CH3:19])[CH3:16])[CH3:21]. (3) Given the reactants C[O:2][C:3](=[O:21])[C:4]1[CH:9]=[C:8]([N:10]([S:12]([CH3:15])(=[O:14])=[O:13])[CH3:11])[N:7]=[C:6]([NH:16][C@H:17]([CH2:19][CH3:20])[CH3:18])[CH:5]=1.[OH-].[K+:23].Cl, predict the reaction product. The product is: [K+:23].[C@@H:17]([NH:16][C:6]1[CH:5]=[C:4]([CH:9]=[C:8]([N:10]([S:12]([CH3:15])(=[O:14])=[O:13])[CH3:11])[N:7]=1)[C:3]([O-:21])=[O:2])([CH2:19][CH3:20])[CH3:18].